From a dataset of Full USPTO retrosynthesis dataset with 1.9M reactions from patents (1976-2016). Predict the reactants needed to synthesize the given product. (1) The reactants are: Br[C:2]1[C:3]2[N:4]([N:8]=[C:9]([Cl:11])[N:10]=2)[CH:5]=[CH:6][CH:7]=1.[NH2:12][CH:13]([C:15]1[CH:20]=[CH:19][CH:18]=[CH:17][C:16]=1[N:21]([CH3:26])[S:22]([CH3:25])(=[O:24])=[O:23])[CH3:14]. Given the product [Cl:11][C:9]1[N:10]=[C:3]2[C:2]([NH:12][CH:13]([C:15]3[CH:20]=[CH:19][CH:18]=[CH:17][C:16]=3[N:21]([CH3:26])[S:22]([CH3:25])(=[O:24])=[O:23])[CH3:14])=[CH:7][CH:6]=[CH:5][N:4]2[N:8]=1, predict the reactants needed to synthesize it. (2) Given the product [F:1][C:2]1[CH:29]=[C:28]([NH2:30])[CH:27]=[CH:26][C:3]=1[O:4][C:5]1[C:10]2=[CH:11][C:12]([C:14]3[CH:19]=[CH:18][N:17]=[C:16]([N:20]4[CH2:21][CH2:22][O:23][CH2:24][CH2:25]4)[CH:15]=3)=[CH:13][N:9]2[N:8]=[CH:7][N:6]=1, predict the reactants needed to synthesize it. The reactants are: [F:1][C:2]1[CH:29]=[C:28]([N+:30]([O-])=O)[CH:27]=[CH:26][C:3]=1[O:4][C:5]1[C:10]2=[CH:11][C:12]([C:14]3[CH:19]=[CH:18][N:17]=[C:16]([N:20]4[CH2:25][CH2:24][O:23][CH2:22][CH2:21]4)[CH:15]=3)=[CH:13][N:9]2[N:8]=[CH:7][N:6]=1.[NH4+].[Cl-]. (3) Given the product [CH3:1][O:2][C:3](=[O:18])[C:4]1[CH:5]=[C:6]([CH:14]=[C:15]([NH:17][S:29]([CH2:28][CH2:27][CH2:26][Cl:25])(=[O:31])=[O:30])[CH:16]=1)[C:7]([O:9][C:10]([CH3:13])([CH3:11])[CH3:12])=[O:8], predict the reactants needed to synthesize it. The reactants are: [CH3:1][O:2][C:3](=[O:18])[C:4]1[CH:5]=[C:6]([CH:14]=[C:15]([NH2:17])[CH:16]=1)[C:7]([O:9][C:10]([CH3:13])([CH3:12])[CH3:11])=[O:8].N1C=CC=CC=1.[Cl:25][CH2:26][CH2:27][CH2:28][S:29](Cl)(=[O:31])=[O:30]. (4) Given the product [NH2:1][C:2]1[C:7]([C:8]#[N:9])=[C:6]([C:10]2[CH:11]=[CH:12][C:13]([NH:16][C:17](=[O:19])[CH3:18])=[CH:14][CH:15]=2)[C:5]([C:20]#[N:21])=[C:4]([SH:22])[N:3]=1, predict the reactants needed to synthesize it. The reactants are: [NH2:1][C:2]1[C:7]([C:8]#[N:9])=[C:6]([C:10]2[CH:15]=[CH:14][C:13]([NH:16][C:17](=[O:19])[CH3:18])=[CH:12][CH:11]=2)[C:5]([C:20]#[N:21])=[C:4]([S:22]C2C=CC=CC=2)[N:3]=1.[S-2].[Na+].[Na+].Cl. (5) Given the product [C:33]1([C:39]2[CH:44]=[C:43]([CH:45]3[CH2:46][CH2:47][N:48]([C:10](=[O:12])[CH2:9][CH2:8][N:2]4[CH2:3][CH2:4][O:5][CH2:6][CH2:7]4)[CH2:49][CH2:50]3)[CH:42]=[CH:41][C:40]=2[NH:51][C:52]([C:54]2[NH:55][CH:56]=[C:57]([C:59]#[N:60])[N:58]=2)=[O:53])[CH2:38][CH2:37][CH2:36][CH2:35][CH:34]=1, predict the reactants needed to synthesize it. The reactants are: [K+].[N:2]1([CH2:8][CH2:9][C:10]([O-:12])=O)[CH2:7][CH2:6][O:5][CH2:4][CH2:3]1.C(OC(=O)CCN1CCOCC1)C.FC(F)(F)C(O)=O.[C:33]1([C:39]2[CH:44]=[C:43]([CH:45]3[CH2:50][CH2:49][NH:48][CH2:47][CH2:46]3)[CH:42]=[CH:41][C:40]=2[NH:51][C:52]([C:54]2[NH:55][CH:56]=[C:57]([C:59]#[N:60])[N:58]=2)=[O:53])[CH2:38][CH2:37][CH2:36][CH2:35][CH:34]=1.CCN=C=NCCCN(C)C.C1C=CC2N(O)N=NC=2C=1.CCN(CCO)CC. (6) Given the product [NH2:14][C:15]1[CH:20]=[CH:19][N:18]=[C:17]([C:21]2([C:24]#[N:25])[CH2:22][CH2:23]2)[CH:16]=1, predict the reactants needed to synthesize it. The reactants are: C1(C(=[N:14][C:15]2[CH:20]=[CH:19][N:18]=[C:17]([C:21]3([C:24]#[N:25])[CH2:23][CH2:22]3)[CH:16]=2)C2C=CC=CC=2)C=CC=CC=1.Cl. (7) Given the product [Br:1][C:2]1[C:3]([O:23][CH3:24])=[C:4]([C:9]([CH2:12][S:13]([C:16]2[CH:21]=[CH:20][C:19]([F:44])=[CH:18][CH:17]=2)(=[O:15])=[O:14])=[CH:10][CH:11]=1)[C:5]([O:7][CH3:8])=[O:6], predict the reactants needed to synthesize it. The reactants are: [Br:1][C:2]1[C:3]([O:23][CH3:24])=[C:4]([C:9]([CH2:12][S:13]([C:16]2[CH:21]=[CH:20][CH:19]=[C:18](Cl)[CH:17]=2)(=[O:15])=[O:14])=[CH:10][CH:11]=1)[C:5]([O:7][CH3:8])=[O:6].BrC1C(OC)=C(C(CSC2C=CC([F:44])=CC=2)=CC=1)C(OC)=O. (8) Given the product [F:15][C:8]1[CH:9]=[C:10]([F:14])[CH:11]=[C:12]2[C:7]=1[CH:6]=[N:5][N:4]2[CH:1]([CH3:3])[CH3:2], predict the reactants needed to synthesize it. The reactants are: [CH:1]([NH:4][N:5]=[CH:6][C:7]1[C:12](F)=[CH:11][C:10]([F:14])=[CH:9][C:8]=1[F:15])([CH3:3])[CH3:2].C([O-])([O-])=O.[K+].[K+].